Predict the reaction yield, written as a fraction of the theoretical maximum amount of product (1.0 means a 100% yield; for example, 0.34 means a 34% yield). From a dataset of Reaction yield outcomes from USPTO patents with 853,638 reactions. The reactants are C1N=CN([C:6]([N:8]2C=NC=C2)=[O:7])C=1.[Br:13][CH2:14][CH2:15][OH:16].Cl.[CH3:18][O:19]N.N1C=CN=C1. The catalyst is C(#N)C. The product is [CH3:18][O:19][NH:8][C:6](=[O:7])[O:16][CH2:15][CH2:14][Br:13]. The yield is 0.950.